Dataset: Peptide-MHC class I binding affinity with 185,985 pairs from IEDB/IMGT. Task: Regression. Given a peptide amino acid sequence and an MHC pseudo amino acid sequence, predict their binding affinity value. This is MHC class I binding data. The peptide sequence is LLFRSIISI. The MHC is HLA-A69:01 with pseudo-sequence HLA-A69:01. The binding affinity (normalized) is 0.0847.